From a dataset of Catalyst prediction with 721,799 reactions and 888 catalyst types from USPTO. Predict which catalyst facilitates the given reaction. Reactant: [CH3:1][C:2]1[N:3]([C:8]2[CH:12]=[C:11]([C:13](=[O:18])N(OC)C)[N:10]([CH2:19][CH2:20][NH:21][C:22](=[O:28])[O:23][C:24]([CH3:27])([CH3:26])[CH3:25])[N:9]=2)[C:4]([CH3:7])=[CH:5][CH:6]=1.[CH3:29][Mg+].[Br-]. Product: [C:13]([C:11]1[N:10]([CH2:19][CH2:20][NH:21][C:22](=[O:28])[O:23][C:24]([CH3:26])([CH3:25])[CH3:27])[N:9]=[C:8]([N:3]2[C:4]([CH3:7])=[CH:5][CH:6]=[C:2]2[CH3:1])[CH:12]=1)(=[O:18])[CH3:29]. The catalyst class is: 1.